Dataset: Retrosynthesis with 50K atom-mapped reactions and 10 reaction types from USPTO. Task: Predict the reactants needed to synthesize the given product. (1) Given the product COc1cc(C)c2[nH]c(=O)c3sccc3c2c1-c1ccc([C@@H](C)NC(=O)OC(C)(C)C)cc1, predict the reactants needed to synthesize it. The reactants are: COc1cc(C)c2[nH]c(=O)c3sccc3c2c1Br.C[C@@H](NC(=O)OC(C)(C)C)c1ccc(Br)cc1. (2) Given the product COc1ccc2c3c(c(=O)oc2c1)CNCC3, predict the reactants needed to synthesize it. The reactants are: COc1ccc2c3c(c(=O)oc2c1)CN(Cc1ccccc1)CC3.